Dataset: Forward reaction prediction with 1.9M reactions from USPTO patents (1976-2016). Task: Predict the product of the given reaction. (1) Given the reactants C(Cl)(=O)C(Cl)=O.CS(C)=O.[C:11]([N:15]1[CH2:20][CH2:19][O:18][CH:17]([CH2:21][OH:22])[CH2:16]1)([CH3:14])([CH3:13])[CH3:12].C(N(CC)CC)C, predict the reaction product. The product is: [C:11]([N:15]1[CH2:20][CH2:19][O:18][CH:17]([CH:21]=[O:22])[CH2:16]1)([CH3:14])([CH3:13])[CH3:12]. (2) The product is: [CH3:1][C@@H:2]1[NH:3][CH2:4][CH2:5][N:6]([C:8]2[CH:9]=[CH:10][C:11]([N+:14]([O-:16])=[O:15])=[CH:12][CH:13]=2)[CH2:7]1. Given the reactants [CH3:1][C@H:2]1[CH2:7][N:6]([C:8]2[CH:13]=[CH:12][C:11]([N+:14]([O-:16])=[O:15])=[CH:10][CH:9]=2)[CH2:5][CH2:4][N:3]1C(OC(C)(C)C)=O.C(O)(C(F)(F)F)=O, predict the reaction product. (3) Given the reactants [CH2:1]([O:4][C:5]1[CH:6]=[C:7]([CH:17]=[CH:18][C:19]=1[CH2:20][CH3:21])[O:8][C:9]1[CH:16]=[CH:15][C:12]([CH:13]=O)=[CH:11][CH:10]=1)[CH:2]=[CH2:3].[CH3:22][C:23]1[C:29]([N+:30]([O-:32])=[O:31])=[CH:28][CH:27]=[CH:26][C:24]=1[NH2:25], predict the reaction product. The product is: [CH2:1]([O:4][C:5]1[CH:6]=[C:7]([CH:17]=[CH:18][C:19]=1[CH2:20][CH3:21])[O:8][C:9]1[CH:16]=[CH:15][C:12]([CH2:13][NH:25][C:24]2[CH:26]=[CH:27][CH:28]=[C:29]([N+:30]([O-:32])=[O:31])[C:23]=2[CH3:22])=[CH:11][CH:10]=1)[CH:2]=[CH2:3]. (4) Given the reactants [C:1]([O:5][C:6]([NH:8][CH:9]1[CH2:13][CH2:12][NH:11][CH2:10]1)=[O:7])([CH3:4])([CH3:3])[CH3:2].C([O-])(O)=O.[Na+].[CH2:19]([O:26][C:27](ON1C(=O)CCC1=O)=[O:28])[C:20]1[CH:25]=[CH:24][CH:23]=[CH:22][CH:21]=1, predict the reaction product. The product is: [CH2:19]([O:26][C:27]([N:11]1[CH2:12][CH2:13][CH:9]([NH:8][C:6]([O:5][C:1]([CH3:4])([CH3:2])[CH3:3])=[O:7])[CH2:10]1)=[O:28])[C:20]1[CH:25]=[CH:24][CH:23]=[CH:22][CH:21]=1.